From a dataset of NCI-60 drug combinations with 297,098 pairs across 59 cell lines. Regression. Given two drug SMILES strings and cell line genomic features, predict the synergy score measuring deviation from expected non-interaction effect. (1) Drug 1: CCCS(=O)(=O)NC1=C(C(=C(C=C1)F)C(=O)C2=CNC3=C2C=C(C=N3)C4=CC=C(C=C4)Cl)F. Drug 2: CCC(=C(C1=CC=CC=C1)C2=CC=C(C=C2)OCCN(C)C)C3=CC=CC=C3.C(C(=O)O)C(CC(=O)O)(C(=O)O)O. Cell line: HOP-92. Synergy scores: CSS=5.74, Synergy_ZIP=-0.540, Synergy_Bliss=4.65, Synergy_Loewe=2.93, Synergy_HSA=2.76. (2) Drug 1: CC1=C(C=C(C=C1)NC2=NC=CC(=N2)N(C)C3=CC4=NN(C(=C4C=C3)C)C)S(=O)(=O)N.Cl. Drug 2: CN(C)C1=NC(=NC(=N1)N(C)C)N(C)C. Cell line: TK-10. Synergy scores: CSS=-5.69, Synergy_ZIP=1.99, Synergy_Bliss=0.0838, Synergy_Loewe=-4.30, Synergy_HSA=-4.47. (3) Drug 1: C1=CC(=CC=C1CCC2=CNC3=C2C(=O)NC(=N3)N)C(=O)NC(CCC(=O)O)C(=O)O. Drug 2: CCCCCOC(=O)NC1=NC(=O)N(C=C1F)C2C(C(C(O2)C)O)O. Cell line: RXF 393. Synergy scores: CSS=14.4, Synergy_ZIP=-1.64, Synergy_Bliss=-1.13, Synergy_Loewe=0.666, Synergy_HSA=0.950. (4) Drug 1: COC1=CC(=CC(=C1O)OC)C2C3C(COC3=O)C(C4=CC5=C(C=C24)OCO5)OC6C(C(C7C(O6)COC(O7)C8=CC=CS8)O)O. Drug 2: B(C(CC(C)C)NC(=O)C(CC1=CC=CC=C1)NC(=O)C2=NC=CN=C2)(O)O. Cell line: OVCAR-4. Synergy scores: CSS=2.52, Synergy_ZIP=-1.03, Synergy_Bliss=-1.21, Synergy_Loewe=-0.918, Synergy_HSA=-0.896. (5) Drug 1: CS(=O)(=O)C1=CC(=C(C=C1)C(=O)NC2=CC(=C(C=C2)Cl)C3=CC=CC=N3)Cl. Drug 2: CC(CN1CC(=O)NC(=O)C1)N2CC(=O)NC(=O)C2. Cell line: UACC-257. Synergy scores: CSS=9.03, Synergy_ZIP=-0.484, Synergy_Bliss=2.42, Synergy_Loewe=-0.232, Synergy_HSA=-0.0403. (6) Synergy scores: CSS=9.34, Synergy_ZIP=-1.45, Synergy_Bliss=2.24, Synergy_Loewe=-3.83, Synergy_HSA=-0.349. Drug 1: C1=CC=C(C(=C1)C(C2=CC=C(C=C2)Cl)C(Cl)Cl)Cl. Drug 2: CCC1(C2=C(COC1=O)C(=O)N3CC4=CC5=C(C=CC(=C5CN(C)C)O)N=C4C3=C2)O.Cl. Cell line: NCI-H322M. (7) Drug 1: CC12CCC3C(C1CCC2O)C(CC4=C3C=CC(=C4)O)CCCCCCCCCS(=O)CCCC(C(F)(F)F)(F)F. Drug 2: CC(C)(C#N)C1=CC(=CC(=C1)CN2C=NC=N2)C(C)(C)C#N. Cell line: OVCAR-4. Synergy scores: CSS=0.0790, Synergy_ZIP=-0.787, Synergy_Bliss=-1.33, Synergy_Loewe=0.308, Synergy_HSA=-0.944. (8) Drug 1: C(=O)(N)NO. Cell line: COLO 205. Drug 2: CC1C(C(CC(O1)OC2CC(CC3=C2C(=C4C(=C3O)C(=O)C5=C(C4=O)C(=CC=C5)OC)O)(C(=O)CO)O)N)O.Cl. Synergy scores: CSS=47.8, Synergy_ZIP=-0.665, Synergy_Bliss=-1.12, Synergy_Loewe=-19.6, Synergy_HSA=-1.09. (9) Drug 2: CCC1(CC2CC(C3=C(CCN(C2)C1)C4=CC=CC=C4N3)(C5=C(C=C6C(=C5)C78CCN9C7C(C=CC9)(C(C(C8N6C=O)(C(=O)OC)O)OC(=O)C)CC)OC)C(=O)OC)O.OS(=O)(=O)O. Synergy scores: CSS=7.24, Synergy_ZIP=-2.37, Synergy_Bliss=1.45, Synergy_Loewe=-1.55, Synergy_HSA=-0.552. Cell line: A549. Drug 1: CNC(=O)C1=CC=CC=C1SC2=CC3=C(C=C2)C(=NN3)C=CC4=CC=CC=N4.